From a dataset of Full USPTO retrosynthesis dataset with 1.9M reactions from patents (1976-2016). Predict the reactants needed to synthesize the given product. (1) Given the product [Br:14][CH2:13][CH2:12][CH2:11][O:10][C:8]1[CH:7]=[CH:6][C:3]([CH:4]=[O:5])=[C:2]([B:15]2[O:19][C:18]([CH3:21])([CH3:20])[C:17]([CH3:23])([CH3:22])[O:16]2)[CH:9]=1, predict the reactants needed to synthesize it. The reactants are: Br[C:2]1[CH:9]=[C:8]([O:10][CH2:11][CH2:12][CH2:13][Br:14])[CH:7]=[CH:6][C:3]=1[CH:4]=[O:5].[B:15]1([B:15]2[O:19][C:18]([CH3:21])([CH3:20])[C:17]([CH3:23])([CH3:22])[O:16]2)[O:19][C:18]([CH3:21])([CH3:20])[C:17]([CH3:23])([CH3:22])[O:16]1.CC([O-])=O.[K+]. (2) Given the product [CH2:46]([C:18]1[N:17]([C:14]2[CH:13]=[CH:12][C:11]([N:8]3[CH2:9][CH2:10][C:5](=[O:4])[CH2:6][CH2:7]3)=[CH:16][CH:15]=2)[C:22](=[O:23])[C:21]([CH2:24][C:25]2[CH:30]=[CH:29][C:28]([C:31]3[CH:36]=[CH:35][CH:34]=[CH:33][C:32]=3[C:37]3[NH:41][C:40](=[O:42])[O:39][N:38]=3)=[CH:27][CH:26]=2)=[C:20]([CH2:43][CH2:44][CH3:45])[N:19]=1)[CH3:47], predict the reactants needed to synthesize it. The reactants are: O1[C:5]2([CH2:10][CH2:9][N:8]([C:11]3[CH:16]=[CH:15][C:14]([N:17]4[C:22](=[O:23])[C:21]([CH2:24][C:25]5[CH:30]=[CH:29][C:28]([C:31]6[CH:36]=[CH:35][CH:34]=[CH:33][C:32]=6[C:37]6[NH:41][C:40](=[O:42])[O:39][N:38]=6)=[CH:27][CH:26]=5)=[C:20]([CH2:43][CH2:44][CH3:45])[N:19]=[C:18]4[CH2:46][CH3:47])=[CH:13][CH:12]=3)[CH2:7][CH2:6]2)[O:4]CC1. (3) Given the product [CH2:1]([O:3][C:4](=[O:15])[C:5]([OH:14])([C:10]([F:13])([F:12])[F:11])[CH2:6][C:7]([C:19]1[CH:18]=[C:17]([F:16])[CH:22]=[CH:21][C:20]=1[O:31][CH3:28])=[CH2:8])[CH3:2], predict the reactants needed to synthesize it. The reactants are: [CH2:1]([O:3][C:4](=[O:15])[C:5]([OH:14])([C:10]([F:13])([F:12])[F:11])[CH2:6][C:7](Br)=[CH2:8])[CH3:2].[F:16][C:17]1[CH:18]=[C:19](B(O)O)[CH:20]=[C:21](OC)[CH:22]=1.[C:28](=[O:31])([O-])[O-].[Na+].[Na+]. (4) Given the product [CH3:27][C:25]([CH3:28])([S:23]([NH:22][C:19]([CH3:18])([CH2:20][CH3:21])[CH2:14][C:13]([O:16][CH3:17])=[O:15])=[O:24])[CH3:26], predict the reactants needed to synthesize it. The reactants are: C(NC(C)C)(C)C.C([Li])CCC.[C:13]([O:16][CH3:17])(=[O:15])[CH3:14].[CH3:18]/[C:19](=[N:22]/[S:23]([C:25]([CH3:28])([CH3:27])[CH3:26])=[O:24])/[CH2:20][CH3:21].